From a dataset of Catalyst prediction with 721,799 reactions and 888 catalyst types from USPTO. Predict which catalyst facilitates the given reaction. (1) Reactant: [CH2:1]([O:3][C:4](=[O:14])[CH2:5][NH:6][CH2:7][CH2:8][C:9]([O:11][CH2:12][CH3:13])=[O:10])[CH3:2].C(N(CC)CC)C.[C:22](O[C:22]([O:24][C:25]([CH3:28])([CH3:27])[CH3:26])=[O:23])([O:24][C:25]([CH3:28])([CH3:27])[CH3:26])=[O:23]. Product: [C:25]([O:24][C:22]([N:6]([CH2:5][C:4]([O:3][CH2:1][CH3:2])=[O:14])[CH2:7][CH2:8][C:9]([O:11][CH2:12][CH3:13])=[O:10])=[O:23])([CH3:28])([CH3:27])[CH3:26]. The catalyst class is: 4. (2) Reactant: F[C:2]1[CH:9]=[CH:8][C:5]([C:6]#[N:7])=[CH:4][CH:3]=1.[C:10]1([S:16]([O-:18])=[O:17])[CH:15]=[CH:14][CH:13]=[CH:12][CH:11]=1.[Na+]. Product: [C:10]1([S:16]([C:2]2[CH:9]=[CH:8][C:5]([C:6]#[N:7])=[CH:4][CH:3]=2)(=[O:18])=[O:17])[CH:15]=[CH:14][CH:13]=[CH:12][CH:11]=1. The catalyst class is: 16. (3) Reactant: [CH:1]12[O:7][CH:6]1[CH2:5][CH2:4][N:3]([C:8]([O:10][CH2:11][C:12]1[CH:17]=[CH:16][CH:15]=[CH:14][CH:13]=1)=O)[CH2:2]2.[Br:18][C:19]1[CH:24]=[CH:23][C:22]([OH:25])=[CH:21][CH:20]=1.[CH2:26](Cl)Cl. The catalyst class is: 13. Product: [Br:18][C:19]1[CH:24]=[CH:23][C:22]([O:25][CH:6]2[CH2:5][CH2:4][N:3]([C:8](=[O:10])[CH2:11][C:12]3[CH:17]=[CH:16][CH:15]=[CH:14][CH:13]=3)[CH2:2][CH:1]2[OH:7])=[CH:21][CH:20]=1.[Br:18][CH2:19][C:24]1[CH:23]=[CH:11][C:12]2[C:13](=[CH:14][CH:15]=[CH:16][CH:17]=2)[CH:26]=1. (4) Product: [CH3:20][O:21][CH2:22][C@@H:23]([O:1][C:2]1[CH:3]=[C:4]([CH:9]=[C:10]([O:12][CH2:13][C:14]2[CH:19]=[CH:18][CH:17]=[CH:16][CH:15]=2)[CH:11]=1)[C:5]([O:7][CH3:8])=[O:6])[CH2:24][CH3:25]. The catalyst class is: 1. Reactant: [OH:1][C:2]1[CH:3]=[C:4]([CH:9]=[C:10]([O:12][CH2:13][C:14]2[CH:19]=[CH:18][CH:17]=[CH:16][CH:15]=2)[CH:11]=1)[C:5]([O:7][CH3:8])=[O:6].[CH3:20][O:21][CH2:22][C@H:23](O)[CH2:24][CH3:25].C1(P(C2C=CC=CC=2)C2C=CC=CC=2)C=CC=CC=1.CCOC(/N=N/C(OCC)=O)=O.C1(C)C=CC=CC=1. (5) Reactant: [C:1]12([C:11]3[C:12]([OH:20])=[C:13]([CH:16]=[C:17]([CH3:19])[CH:18]=3)[CH2:14]Br)[CH2:10][CH:5]3[CH2:6][CH:7]([CH2:9][CH:3]([CH2:4]3)[CH2:2]1)[CH2:8]2.[C@@H:21]1([SH:30])[CH2:28][CH2:27][CH2:26][CH2:25][CH2:24][CH2:23][C@H:22]1[SH:29].C(N(CC)CC)C.[Cl-].[NH4+]. The catalyst class is: 362. Product: [C:1]12([C:11]3[C:12]([OH:20])=[C:13]([CH:16]=[C:17]([CH3:19])[CH:18]=3)[CH2:14][S:29][C@@H:22]3[CH2:23][CH2:24][CH2:25][CH2:26][CH2:27][CH2:28][C@H:21]3[SH:30])[CH2:10][CH:5]3[CH2:6][CH:7]([CH2:9][CH:3]([CH2:4]3)[CH2:2]1)[CH2:8]2.